Dataset: Full USPTO retrosynthesis dataset with 1.9M reactions from patents (1976-2016). Task: Predict the reactants needed to synthesize the given product. (1) Given the product [C:1]([O:5][C:6](=[O:7])[NH:8][C@H:9]1[CH2:15][O:14][C:13]2[CH:16]=[CH:17][C:18]([C:20]([N:31]3[CH2:32][CH2:34][O:45][CH2:29][CH2:30]3)=[O:21])=[CH:19][C:12]=2[N:11]([CH3:23])[C:10]1=[O:24])([CH3:2])([CH3:3])[CH3:4], predict the reactants needed to synthesize it. The reactants are: [C:1]([O:5][C:6]([NH:8][C@H:9]1[CH2:15][O:14][C:13]2[CH:16]=[CH:17][C:18]([C:20](O)=[O:21])=[CH:19][C:12]=2[N:11]([CH3:23])[C:10]1=[O:24])=[O:7])([CH3:4])([CH3:3])[CH3:2].CS(C)=O.[CH3:29][CH2:30][N:31](C(C)C)[CH:32]([CH3:34])C.CN(C([O:45]N1N=NC2C=CC=NC1=2)=[N+](C)C)C.F[P-](F)(F)(F)(F)F.CNC. (2) Given the product [Cl:38][C:35]1[S:34][C:33]([C:31]2[O:30][N:29]=[C:28]([CH2:27][N:10]3[C:9]4[CH:8]=[CH:7][CH:6]=[C:5]([C:3]([OH:2])=[O:4])[C:13]=4[N:12]=[C:11]3[C:14](=[O:25])[NH:15][CH:16]3[CH2:17][CH2:18][N:19]([CH:22]4[CH2:23][CH2:24]4)[CH2:20][CH2:21]3)[CH:32]=2)=[CH:37][CH:36]=1.[Cl:38][C:35]1[S:34][C:33]([C:31]2[O:30][N:29]=[C:28]([CH2:27][N:12]3[C:13]4[C:5]([C:3]([OH:2])=[O:4])=[CH:6][CH:7]=[CH:8][C:9]=4[N:10]=[C:11]3[C:14](=[O:25])[NH:15][CH:16]3[CH2:17][CH2:18][N:19]([CH:22]4[CH2:23][CH2:24]4)[CH2:20][CH2:21]3)[CH:32]=2)=[CH:37][CH:36]=1, predict the reactants needed to synthesize it. The reactants are: C[O:2][C:3]([C:5]1[C:13]2[N:12]=[C:11]([C:14](=[O:25])[NH:15][CH:16]3[CH2:21][CH2:20][N:19]([CH:22]4[CH2:24][CH2:23]4)[CH2:18][CH2:17]3)[NH:10][C:9]=2[CH:8]=[CH:7][CH:6]=1)=[O:4].Br[CH2:27][C:28]1[CH:32]=[C:31]([C:33]2[S:34][C:35]([Cl:38])=[CH:36][CH:37]=2)[O:30][N:29]=1.CC#N.O. (3) Given the product [S:27]1[C:31]2[CH:32]=[CH:33][CH:34]=[CH:35][C:30]=2[N:29]=[C:28]1[NH:36][C:37]([N:20]1[C:21]2[C:16](=[CH:15][CH:14]=[C:13]([C:10]3[N:9]=[C:8]([C:23]([OH:25])=[O:24])[C:7]([C:1]4[CH:2]=[CH:3][CH:4]=[CH:5][CH:6]=4)=[CH:12][CH:11]=3)[CH:22]=2)[CH2:17][CH2:18][CH2:19]1)=[O:38].[S:27]1[C:31]2[CH:32]=[CH:33][CH:34]=[CH:35][C:30]=2[N:29]=[C:28]1[NH:36][C:37]([N:20]1[C:21]2[C:16](=[CH:15][CH:14]=[C:13]([C:10]3[N:9]=[C:8]([C:23]([O:25][CH3:26])=[O:24])[C:7]([C:1]4[CH:2]=[CH:3][CH:4]=[CH:5][CH:6]=4)=[CH:12][CH:11]=3)[CH:22]=2)[CH2:17][CH2:18][CH2:19]1)=[O:48], predict the reactants needed to synthesize it. The reactants are: [C:1]1([C:7]2[C:8]([C:23]([O:25][CH3:26])=[O:24])=[N:9][C:10]([C:13]3[CH:22]=[C:21]4[C:16]([CH2:17][CH2:18][CH2:19][NH:20]4)=[CH:15][CH:14]=3)=[CH:11][CH:12]=2)[CH:6]=[CH:5][CH:4]=[CH:3][CH:2]=1.[S:27]1[C:31]2[CH:32]=[CH:33][CH:34]=[CH:35][C:30]=2[N:29]=[C:28]1[NH:36][C:37](=[O:48])[O:38]C1C=CC([N+]([O-])=O)=CC=1. (4) Given the product [C:1]([O:5][C:6](=[O:26])[NH:7][C@H:8]([C:10]1[N:18]([CH:19]2[CH2:24][CH2:23][O:22][CH2:21][CH2:20]2)[C:13]2[CH:14]=[CH:15][CH:16]=[CH:17][C:12]=2[N:11]=1)[CH3:9])([CH3:4])([CH3:3])[CH3:2], predict the reactants needed to synthesize it. The reactants are: [C:1]([O:5][C:6](=[O:26])[NH:7][C@H:8]([C:10](=O)[NH:11][C:12]1[CH:17]=[CH:16][CH:15]=[CH:14][C:13]=1[NH:18][CH:19]1[CH2:24][CH2:23][O:22][CH2:21][CH2:20]1)[CH3:9])([CH3:4])([CH3:3])[CH3:2]. (5) Given the product [O:6]1[C:10]2[CH:11]=[CH:12][C:13]([C:15]3([C:18]([NH:20][C:21]4[CH:22]=[C:23]5[C:27](=[CH:28][CH:29]=4)[NH:26][C:25]([C:30]([CH3:33])([CH3:32])[CH3:31])=[C:24]5[CH:37]=[O:38])=[O:19])[CH2:17][CH2:16]3)=[CH:14][C:9]=2[O:8][CH2:7]1, predict the reactants needed to synthesize it. The reactants are: O=P(Cl)(Cl)Cl.[O:6]1[C:10]2[CH:11]=[CH:12][C:13]([C:15]3([C:18]([NH:20][C:21]4[CH:22]=[C:23]5[C:27](=[CH:28][CH:29]=4)[NH:26][C:25]([C:30]([CH3:33])([CH3:32])[CH3:31])=[CH:24]5)=[O:19])[CH2:17][CH2:16]3)=[CH:14][C:9]=2[O:8][CH2:7]1.CN([CH:37]=[O:38])C. (6) Given the product [CH3:1][O:2][C:3]1[CH:12]=[C:11]2[C:10](=[CH:5][CH:4]=1)[N:9]=[C:8]([NH:13][CH2:14][C@H:15]1[CH2:19][CH2:18][CH2:17][C@@H:16]1[NH:20][CH2:46][C:39]1[C:40]3[C:45](=[CH:44][CH:43]=[CH:42][CH:41]=3)[N:37]([CH3:36])[CH:38]=1)[CH:7]=[C:6]2[CH3:28], predict the reactants needed to synthesize it. The reactants are: [CH3:1][O:2][C:3]1[CH:4]=[C:5]2[C:10](=[CH:11][CH:12]=1)[N:9]=[C:8]([NH:13][CH2:14][C@H:15]1[CH2:19][CH2:18][CH2:17][C@@H:16]1[NH:20]C(=O)OC(C)(C)C)[CH:7]=[C:6]2[CH3:28].C(O)(C(F)(F)F)=O.[CH3:36][N:37]1[C:45]2[C:40](=[CH:41][CH:42]=[CH:43][CH:44]=2)[C:39]([CH:46]=O)=[CH:38]1.[BH4-].[Na+].Cl.[OH-].[Na+]. (7) Given the product [ClH:34].[CH2:61]([NH:60][C:59]([C@@H:58]1[C:57]([CH3:66])([CH3:65])[S:56][CH2:55][NH:54]1)=[O:64])[CH:62]=[CH2:63], predict the reactants needed to synthesize it. The reactants are: C(OC(N1[C@H](C(O)=O)C(C)(C)SC1)=O)(C)(C)C.C1(OP([Cl:34])(OC2C=CC=CC=2)=O)C=CC=CC=1.CCN(CC)CC.C(N)C=C.Cl.C(OC([N:54]1[C@H:58]([C:59](=[O:64])[NH:60][CH2:61][CH:62]=[CH2:63])[C:57]([CH3:66])([CH3:65])[S:56][CH2:55]1)=O)(C)(C)C. (8) Given the product [F:32][C:20]([F:19])([F:31])[C:36]([O-:37])=[O:17].[F:1][C:2]1[CH:7]=[CH:6][CH:5]=[CH:4][C:3]=1[C:8]1[CH:9]=[C:10]2[CH:15]=[CH:14][N:13]([CH2:26][C:25]3[CH:29]=[CH:30][C:22]([O:21][C:20]([F:19])([F:31])[F:32])=[CH:23][CH:24]=3)[CH:12]=[C:11]2[NH+:16]=1, predict the reactants needed to synthesize it. The reactants are: [F:1][C:2]1[CH:7]=[CH:6][CH:5]=[CH:4][C:3]=1[C:8]1[NH:16][C:11]2=[CH:12][N:13]=[CH:14][CH:15]=[C:10]2[CH:9]=1.[OH-:17].[Na+].[F:19][C:20]([F:32])([F:31])[O:21][C:22]1[CH:30]=[CH:29][C:25]([C:26](Cl)=O)=[CH:24][CH:23]=1.CN([CH:36]=[O:37])C. (9) Given the product [CH2:17]1[O:18][CH:16]1[CH2:14][Cl:15].[CH2:12]([NH2:13])[CH2:11][NH:10][CH2:9][CH2:8][NH:7][CH2:6][CH2:5][NH:4][CH2:3][CH2:2][NH2:1], predict the reactants needed to synthesize it. The reactants are: [NH2:1][CH2:2][CH2:3][NH:4][CH2:5][CH2:6][NH:7][CH2:8][CH2:9][NH:10][CH2:11][CH2:12][NH2:13].[CH2:14]([CH:16]1[O:18][CH2:17]1)[Cl:15]. (10) Given the product [CH2:11]([CH:10]1[NH:5][C:6](=[O:27])[C:7](=[CH:19][C:20]2[CH:25]=[CH:24][CH:23]=[CH:22][C:21]=2[Br:26])[NH:8][C:9]1=[O:18])[C:12]1[CH:17]=[CH:16][CH:15]=[CH:14][CH:13]=1, predict the reactants needed to synthesize it. The reactants are: Cl.C([N:5]1[CH:10]([CH2:11][C:12]2[CH:17]=[CH:16][CH:15]=[CH:14][CH:13]=2)[C:9](=[O:18])[NH:8][C:7](=[CH:19][C:20]2[CH:25]=[CH:24][CH:23]=[CH:22][C:21]=2[Br:26])[C:6]1=[O:27])(=O)C.